Dataset: Full USPTO retrosynthesis dataset with 1.9M reactions from patents (1976-2016). Task: Predict the reactants needed to synthesize the given product. (1) Given the product [CH3:13][N:14]1[C:18]2[CH:19]=[CH:20][CH:21]=[CH:22][C:17]=2[N:16]([CH2:2][CH2:3][CH2:4][C:5]#[C:6][C:7]2[CH:12]=[CH:11][CH:10]=[CH:9][N:8]=2)[C:15]1=[O:23], predict the reactants needed to synthesize it. The reactants are: Cl[CH2:2][CH2:3][CH2:4][C:5]#[C:6][C:7]1[CH:12]=[CH:11][CH:10]=[CH:9][N:8]=1.[CH3:13][N:14]1[C:18]2[CH:19]=[CH:20][CH:21]=[CH:22][C:17]=2[NH:16][C:15]1=[O:23].C([O-])([O-])=O.[K+].[K+]. (2) Given the product [Br:19][C:20]1[CH:25]=[C:24]([F:26])[CH:23]=[CH:22][C:21]=1[S:27]([NH:1][C:2]1[C:14]([C:15]([O:17][CH3:18])=[O:16])=[C:6]2[O:7][CH2:8][C:9]3[N:10]([CH:11]=[CH:12][CH:13]=3)[C:5]2=[CH:4][CH:3]=1)(=[O:29])=[O:28], predict the reactants needed to synthesize it. The reactants are: [NH2:1][C:2]1[C:14]([C:15]([O:17][CH3:18])=[O:16])=[C:6]2[O:7][CH2:8][CH:9]3[CH:13]=[CH:12][CH2:11][N:10]3[C:5]2=[CH:4][CH:3]=1.[Br:19][C:20]1[CH:25]=[C:24]([F:26])[CH:23]=[CH:22][C:21]=1[S:27](Cl)(=[O:29])=[O:28].